This data is from Forward reaction prediction with 1.9M reactions from USPTO patents (1976-2016). The task is: Predict the product of the given reaction. (1) Given the reactants [SH:1][C@H:2]1[CH2:7][CH2:6][C@H:5]([OH:8])[CH2:4][CH2:3]1.C1(P(C2C=CC=CC=2)C2C3OC4C(=CC=CC=4P(C4C=CC=CC=4)C4C=CC=CC=4)C(C)(C)C=3C=CC=2)C=CC=CC=1.C(N(CC)C(C)C)(C)C.Br[C:61]1[CH:68]=[C:67]([N:69]2[C:73]3=[N:74][CH:75]=[CH:76][C:77]([C:78]4[CH:79]=[N:80][C:81]5[C:86]([CH:87]=4)=[CH:85][CH:84]=[CH:83][CH:82]=5)=[C:72]3[C:71]([CH3:88])=[CH:70]2)[CH:66]=[CH:65][C:62]=1[C:63]#[N:64], predict the reaction product. The product is: [OH:8][C@H:5]1[CH2:6][CH2:7][C@H:2]([S:1][C:65]2[CH:66]=[C:67]([N:69]3[C:73]4=[N:74][CH:75]=[CH:76][C:77]([C:78]5[CH:79]=[N:80][C:81]6[C:86]([CH:87]=5)=[CH:85][CH:84]=[CH:83][CH:82]=6)=[C:72]4[C:71]([CH3:88])=[CH:70]3)[CH:68]=[CH:61][C:62]=2[C:63]#[N:64])[CH2:3][CH2:4]1. (2) The product is: [F:5][C:4]([F:7])([F:6])[CH:3]([OH:1])[CH2:2][N:20]1[CH2:19][CH:18]=[C:17]([C:14]2[CH:15]=[CH:16][C:11]([N+:8]([O-:10])=[O:9])=[CH:12][CH:13]=2)[CH2:22][CH2:21]1. Given the reactants [O:1]1[CH:3]([C:4]([F:7])([F:6])[F:5])[CH2:2]1.[N+:8]([C:11]1[CH:16]=[CH:15][C:14]([C:17]2[CH2:18][CH2:19][NH:20][CH2:21][CH:22]=2)=[CH:13][CH:12]=1)([O-:10])=[O:9].CCN(C(C)C)C(C)C, predict the reaction product.